The task is: Predict the reaction yield, written as a fraction of the theoretical maximum amount of product (1.0 means a 100% yield; for example, 0.34 means a 34% yield).. This data is from Reaction yield outcomes from USPTO patents with 853,638 reactions. (1) The reactants are [I:8][CH2:7][C:6](O[C:6](=[O:9])[CH2:7][I:8])=[O:9].[NH2:10][C:11]1[CH:19]=[CH:18][C:14]([C:15]([OH:17])=[O:16])=[CH:13][CH:12]=1. The catalyst is O1CCOCC1. The product is [I:8][CH2:7][C:6]([NH:10][C:11]1[CH:19]=[CH:18][C:14]([C:15]([OH:17])=[O:16])=[CH:13][CH:12]=1)=[O:9]. The yield is 0.720. (2) The reactants are C(C1C=C(NC(=O)CCCC2C=CC([B:25]([OH:27])[OH:26])=CC=2)C=CC=1S(CC)(=O)=O)#N.[C:29]([C:31]1[CH:32]=[C:33]([NH:42][C:43](=[O:56])[O:44][CH2:45][CH2:46][C:47]2[C:52]([CH3:53])=[CH:51][C:50](Br)=[CH:49][C:48]=2[CH3:55])[CH:34]=[CH:35][C:36]=1[S:37]([CH2:40][CH3:41])(=[O:39])=[O:38])#[N:30]. No catalyst specified. The product is [C:29]([C:31]1[CH:32]=[C:33]([NH:42][C:43]([O:44][CH2:45][CH2:46][C:47]2[C:52]([CH3:53])=[CH:51][C:50]([B:25]([OH:27])[OH:26])=[CH:49][C:48]=2[CH3:55])=[O:56])[CH:34]=[CH:35][C:36]=1[S:37]([CH2:40][CH3:41])(=[O:39])=[O:38])#[N:30]. The yield is 0.540. (3) The reactants are [C:1]([C:5]([O:7][CH2:8][C:9]([NH2:11])=[S:10])=[O:6])([CH3:4])([CH3:3])[CH3:2].Br[CH2:13][C:14]([C:16]1[CH:29]=[CH:28][C:27]2[S:26][C:25]3[C:20](=[CH:21][CH:22]=[CH:23][CH:24]=3)[N:19](C(=O)CCl)[C:18]=2[CH:17]=1)=O.BrCC(C1C=C(C(C)(C)C)C(O)=C(C(C)(C)C)C=1)=O. No catalyst specified. The product is [C:5]([O:7][CH2:8][C:9]1[S:10][CH:13]=[C:14]([C:16]2[CH:29]=[CH:28][C:27]3[S:26][C:25]4[C:20](=[CH:21][CH:22]=[CH:23][CH:24]=4)[NH:19][C:18]=3[CH:17]=2)[N:11]=1)(=[O:6])[C:1]([CH3:4])([CH3:2])[CH3:3]. The yield is 0.632. (4) The reactants are [N:1]([C:3]([CH3:10])([CH3:9])[CH2:4][C:5]([CH3:8])([CH3:7])[CH3:6])=[O:2].N([C:13]1([C:19]#[N:20])[CH2:18][CH2:17][CH2:16][CH2:15][CH2:14]1)=N[C:13]1([C:19]#[N:20])[CH2:18][CH2:17][CH2:16][CH2:15][CH2:14]1. The catalyst is ClC1C=CC=CC=1. The product is [CH3:9][C:3]([N:1]([C:13]1([C:19]#[N:20])[CH2:18][CH2:17][CH2:16][CH2:15][CH2:14]1)[O:2][C:13]1([C:19]#[N:20])[CH2:18][CH2:17][CH2:16][CH2:15][CH2:14]1)([CH3:10])[CH2:4][C:5]([CH3:8])([CH3:7])[CH3:6]. The yield is 0.390. (5) The reactants are [H-].[Na+].[CH3:3][O:4][C:5]1[N:10]=[CH:9][C:8]([CH2:11][CH2:12][C:13]([O:15][CH3:16])=[O:14])=[CH:7][N:6]=1.[CH:17](OC)=[O:18]. The catalyst is COCCOC. The product is [CH3:16][O:15][C:13](=[O:14])[C:12]([CH2:11][C:8]1[CH:9]=[N:10][C:5]([O:4][CH3:3])=[N:6][CH:7]=1)=[CH:17][OH:18]. The yield is 0.517. (6) The reactants are [C:1]1([C@H:7]2[CH2:12][CH2:11][C@H:10]([NH:13][CH2:14][CH2:15][C:16]3[CH:21]=[CH:20][C:19]([OH:22])=[CH:18][CH:17]=3)[CH2:9][CH2:8]2)[CH:6]=[CH:5][CH:4]=[CH:3][CH:2]=1.[CH2:23](Cl)Cl.[BH-](OC(C)=O)(OC(C)=O)OC(C)=O.[Na+].[OH-].[Na+]. The yield is 0.640. The catalyst is CO.O. The product is [CH3:23][N:13]([C@H:10]1[CH2:9][CH2:8][C@H:7]([C:1]2[CH:6]=[CH:5][CH:4]=[CH:3][CH:2]=2)[CH2:12][CH2:11]1)[CH2:14][CH2:15][C:16]1[CH:17]=[CH:18][C:19]([OH:22])=[CH:20][CH:21]=1. (7) The reactants are [CH3:1][CH:2]1[CH2:6][CH2:5][CH2:4][NH:3]1.[OH-].[Na+].Br[CH2:10][CH2:11][CH2:12][Cl:13]. The catalyst is CC(C)=O. The product is [Cl:13][CH2:12][CH2:11][CH2:10][N:3]1[CH2:4][CH2:5][CH2:6][CH:2]1[CH3:1]. The yield is 0.590. (8) The reactants are [OH:1][CH:2]([CH2:18][N:19]1[CH2:24][CH2:23][O:22][CH2:21][CH2:20]1)[CH2:3][N:4]1[CH2:10][CH2:9][CH2:8][C:7]2[NH:11][C:12]([CH:15]=O)=[C:13]([CH3:14])[C:6]=2[C:5]1=[O:17].[Cl:25][C:26]1[CH:31]=[CH:30][CH:29]=[C:28]([Cl:32])[C:27]=1[CH2:33][S:34]([C:37]1[CH:38]=[C:39]2[C:43](=[CH:44][CH:45]=1)[NH:42][C:41](=[O:46])[CH2:40]2)(=[O:36])=[O:35].N1CCCCC1. The catalyst is C(O)C. The product is [Cl:25][C:26]1[CH:31]=[CH:30][CH:29]=[C:28]([Cl:32])[C:27]=1[CH2:33][S:34]([C:37]1[CH:38]=[C:39]2[C:43](=[CH:44][CH:45]=1)[NH:42][C:41](=[O:46])/[C:40]/2=[CH:15]\[C:12]1[NH:11][C:7]2[CH2:8][CH2:9][CH2:10][N:4]([CH2:3][C@H:2]([OH:1])[CH2:18][N:19]3[CH2:24][CH2:23][O:22][CH2:21][CH2:20]3)[C:5](=[O:17])[C:6]=2[C:13]=1[CH3:14])(=[O:35])=[O:36]. The yield is 0.850.